This data is from Experimentally validated miRNA-target interactions with 360,000+ pairs, plus equal number of negative samples. The task is: Binary Classification. Given a miRNA mature sequence and a target amino acid sequence, predict their likelihood of interaction. (1) The miRNA is mmu-miR-3086-5p with sequence UAGAUUGUAGGCCCAUUGGA. The protein sequence of the target gene is MLLPWATSAPGLAWGPLVLGLFGLLAASQPQAVPPYASENQTCRDQEKEYYEPQHRICCSRCPPGTYVSAKCSRIRDTVCATCAENSYNEHWNYLTICQLCRPCDPVMGLEEIAPCTSKRKTQCRCQPGMFCAAWALECTHCELLSDCPPGTEAELKDEVGKGNNHCVPCKAGHFQNTSSPSARCQPHTRCENQGLVEAAPGTAQSDTTCKNPLEPLPPEMSGTMLMLAVLLPLAFFLLLATVFSCIWKSHPSLCRKLGSLLKRRPQGEGPNPVAGSWEPPKAHPYFPDLVQPLLPISGD.... Result: 0 (no interaction). (2) The miRNA is hsa-miR-4425 with sequence UGUUGGGAUUCAGCAGGACCAU. The protein sequence of the target gene is MNGDNASSAADRAGGPAATPVPIPIGWQRCVREGAVYYISPSGTELSSLEQTRSYLLSDGTCKCGLECPLNVPKVFNFDPLAPVTPGGAGVGPASEEDMTKLCNHRRKAVAMATLYRSMETTCSHSSPGEGASPQMFHTVSPGPPSVRPPCRAPPTTPLNGGPGSIPQDPPSVPQAFPPLTGPAGLFPPPRLPDPVPSAGSSSPCFLPRGNAPSPAPPPPPAISLNAPSYNWGASLRSNLVPSDLGSPPAPHASSSPPSDSPLFHCSDALTSPPLPPSNNPPGPPGPPGPATQPPVSSAT.... Result: 0 (no interaction). (3) The miRNA is hsa-miR-6754-3p with sequence UCUUCACCUGCCUCUGCCUGCA. The protein sequence of the target gene is MGSFSITLGFFLVLAFWLPGHIGANPVYSAVSNTDLMDFKNLLDHLEEKMPVEDEVMPPQALSEQTEEAGAALSSLPEVPPWTGEVNPPLRDGSALGRSPWDPSDRSALLKSKLRALLAGPRSLRRSSCFGGRIDRIGAQSGLGCNSFRYRR. Result: 0 (no interaction). (4) The miRNA is hsa-miR-744-5p with sequence UGCGGGGCUAGGGCUAACAGCA. The protein sequence of the target gene is MDCKVHMETTVSRPVLSPTHINATASETFTVLQQRMRIVEEQTSSLRDDLIMLDFGEKRGYLEAPDCLEDLDSQKVISPIQNEAICAGKTDILWKNCEFLVNRMCRLESLMQSLKMNIFRLQTEKDLNPQKTAFLKDRLNAIQEEHSKDLKLLHLEVMNLRQQLRAVKEEEDKAQDEVQRLTATLKIASQTKKNAAIIEEELKTTKRKMNLKIQELRRQLAQEKYLRESLEKSASAMLLKIQEMGSTVEVERKQVHILQQNCIALRDSIQSAQELLAQEQKKKEELEIATSQLKSDLTSR.... Result: 0 (no interaction). (5) The miRNA is hsa-miR-130a-3p with sequence CAGUGCAAUGUUAAAAGGGCAU. The protein sequence of the target gene is MNSVAGNKERLAVSTRGKKYGVNEVCSPTKPAAPFSPESWYRKAYEESRAGSRPTPEGAGSALGSSGTPSPGSGTSSPSSFTGSPGPASPGIGTSSPGSLGGSPGFGTGSPGSGSGGGSSPGSDRGVWCENCNARLVELKRQALRLLLPGPFPGKDPAFSAVIHDKLQVPNTIRKAWNDRDNRCDICATHLNQLKQEAIQMVLTLEQAAGSEHYDASPCSPPPLSNIPTLVGSRHVGGLQQPRDWAFVPAPCATSNYTGFANKHGSKPSSLGVSNGAEKKSGSPTHQAKVSLQMATSPSN.... Result: 0 (no interaction). (6) The miRNA is hsa-miR-223-3p with sequence UGUCAGUUUGUCAAAUACCCCA. The protein sequence of the target gene is MSLADELLADLEEAAEEEEGGSYGEEEEEPAIEDVQEETQLDLSGDSVKTIAKLWDSKMFAEIMMKIEEYISKQAKASEVMGPVEAAPEYRVIVDANNLTVEIENELNIIHKFIRDKYSKRFPELESLVPNALDYIRTVKELGNSLDKCKNNENLQQILTNATIMVVSVTASTTQGQQLSEEELERLEEACDMALELNASKHRIYEYVESRMSFIAPNLSIIIGASTAAKIMGVAGGLTNLSKMPACNIMLLGAQRKTLSGFSSTSVLPHTGYIYHSDIVQSLPPDLRRKAARLVAAKCT.... Result: 0 (no interaction). (7) Result: 0 (no interaction). The miRNA is hsa-miR-937-5p with sequence GUGAGUCAGGGUGGGGCUGG. The protein sequence of the target gene is MGTPPGLQTDCEALLSRFQETDSVRFEDFTELWRNMKFGTIFCGRMRNLEKNMFTKEALALAWRYFLPPYTFQIRVGALYLLYGLYNTQLCQPKQKIRVALKDWDEVLKFQQDLVNAQHFDAAYIFRKLRLDRAFHFTAMPKLLSYRMKKKIHRAEVTEEFKDPSDRVMKLITSDVLEEMLNVHDHYQNMKHVISVDKSKPDKALSLIKDDFFDNIKNIVLEHQQWHKDRKNPSLKSKTNDGEEKMEGNSQETERCERAESLAKIKSKAFSVVIQASKSRRHRQVKLDSSDSDSASGQGQ.... (8) The miRNA is hsa-miR-6790-5p with sequence GUGAGUGUGGAUUUGGCGGGGUU. The protein sequence of the target gene is MLPAVGSVDEEEDPAEEDCPELVPIETTQSEEEEKSGLGAKIPVTIITGYLGAGKTTLLNYILTEQHSKRVAVILNESGEGSALEKSLAVSQGGELYEEWLELRNGCLCCSVKDNGLRAIENLMQKKGKFDDILLETTGLADPGAVTSMFWVDAELGSDIYLDGIITIVDSKYGLKHLTEEKPDGLINEATRQVALADIILINKTDLVPEEDVKKLRTTIRSINGLGQILETQRSRVDLSNVLDLHAFDSLSGISLQKKLQHVPGTQPHLDQSIVTITFEVPGNAKEEHLNMFIQNLLWE.... Result: 1 (interaction). (9) The miRNA is mmu-miR-302b-3p with sequence UAAGUGCUUCCAUGUUUUAGUAG. The protein sequence of the target gene is MAPGEKIKAKIKKNLPVRGPQAPTIKDLMHWYCLNTNTHGCRRIVVSRGRLRRLLWIAFTLTAVALIIWQCALLVFSFYTVSVSIKVHFQKLDFPAVTICNINPYKYSAVSDLLTDLDSETKQALLSLYGVKDVLDSTPRKRREAGSMRSTWEGTPPRFLNLIPLLVFNENEKGKARDFFTGRKRKISGKIIHKASNVMHVHESKKLVGFQLCSNDTSDCATYTFSSGINAIQEWYKLHYMNIMAQVPLEKKINMSYSAEELLVTCFFDGMSCDARNFTLFHHPMYGNCYTFNNRENATI.... Result: 0 (no interaction).